From a dataset of Catalyst prediction with 721,799 reactions and 888 catalyst types from USPTO. Predict which catalyst facilitates the given reaction. (1) Reactant: [CH2:1]([N:3]([CH2:26][CH3:27])[C:4]([C:6]1[C:7]([CH2:17][NH:18][C:19](=[O:25])[O:20][C:21]([CH3:24])([CH3:23])[CH3:22])=[N:8][C:9]2[C:14]([CH:15]=1)=[C:13]([F:16])[CH:12]=[CH:11][CH:10]=2)=O)[CH3:2].[H-].COCCO[Al+]OCCOC.[Na+].[H-].C(C1C(=O)C(Cl)=C(Cl)C(=O)C=1C#N)#N. Product: [CH2:1]([N:3]([CH2:4][C:6]1[C:7]([CH2:17][NH:18][C:19](=[O:25])[O:20][C:21]([CH3:22])([CH3:24])[CH3:23])=[N:8][C:9]2[C:14]([CH:15]=1)=[C:13]([F:16])[CH:12]=[CH:11][CH:10]=2)[CH2:26][CH3:27])[CH3:2]. The catalyst class is: 182. (2) Reactant: Br[C:2]1[CH:7]=[CH:6][C:5]([C@@H:8]([NH:10][C:11](=[O:17])[O:12][C:13]([CH3:16])([CH3:15])[CH3:14])[CH3:9])=[CH:4][CH:3]=1.C[Li].C([Li])CCC.[C:25](=[O:27])=[O:26]. Product: [C:13]([O:12][C:11]([NH:10][C@H:8]([C:5]1[CH:6]=[CH:7][C:2]([C:25]([OH:27])=[O:26])=[CH:3][CH:4]=1)[CH3:9])=[O:17])([CH3:16])([CH3:15])[CH3:14]. The catalyst class is: 1. (3) Reactant: [CH3:1][O:2][C:3]1[CH:4]=[C:5]([CH2:11][C:12](N(OC)C)=[O:13])[CH:6]=[CH:7][C:8]=1[O:9][CH3:10].[C:18]1([Mg]Br)[CH:23]=[CH:22][CH:21]=[CH:20][CH:19]=1. Product: [CH3:1][O:2][C:3]1[CH:4]=[C:5]([CH2:11][C:12]([C:18]2[CH:23]=[CH:22][CH:21]=[CH:20][CH:19]=2)=[O:13])[CH:6]=[CH:7][C:8]=1[O:9][CH3:10]. The catalyst class is: 1. (4) Reactant: [F:1][C:2]1[CH:10]=[CH:9][C:5]([C:6]([OH:8])=O)=[CH:4][CH:3]=1.O.ON1C2C=CC=CC=2N=N1.[F:22][C:23]([F:40])([F:39])[C:24]1[N:29]=[C:28]([N:30]2[CH2:34][C@@H:33]3[C@@H:35]([NH2:38])[CH2:36][CH2:37][C@@H:32]3[CH2:31]2)[CH:27]=[CH:26][CH:25]=1.C(N=C=NCCCN(C)C)C. Product: [F:1][C:2]1[CH:3]=[CH:4][C:5]([C:6]([NH:38][C@@H:35]2[C@@H:33]3[C@@H:32]([CH2:31][N:30]([C:28]4[CH:27]=[CH:26][CH:25]=[C:24]([C:23]([F:40])([F:39])[F:22])[N:29]=4)[CH2:34]3)[CH2:37][CH2:36]2)=[O:8])=[CH:9][CH:10]=1. The catalyst class is: 4. (5) Reactant: [CH3:1][O:2][C:3](=[O:17])[C:4]1[CH:9]=[CH:8][C:7]([NH:10][CH2:11][CH2:12][Cl:13])=[C:6]([N+:14]([O-])=O)[CH:5]=1. Product: [CH3:1][O:2][C:3](=[O:17])[C:4]1[CH:9]=[CH:8][C:7]([NH:10][CH2:11][CH2:12][Cl:13])=[C:6]([NH2:14])[CH:5]=1. The catalyst class is: 19. (6) Reactant: [C:1](Cl)(=[O:8])[C:2]1[CH:7]=[CH:6][CH:5]=[CH:4][CH:3]=1.[NH2:10][C:11]1[O:12][C:13]2[CH:19]=[C:18]([N+:20]([O-:22])=[O:21])[CH:17]=[CH:16][C:14]=2[N:15]=1. Product: [N+:20]([C:18]1[CH:17]=[CH:16][C:14]2[N:15]=[C:11]([NH:10][C:1](=[O:8])[C:2]3[CH:7]=[CH:6][CH:5]=[CH:4][CH:3]=3)[O:12][C:13]=2[CH:19]=1)([O-:22])=[O:21]. The catalyst class is: 6.